Dataset: Forward reaction prediction with 1.9M reactions from USPTO patents (1976-2016). Task: Predict the product of the given reaction. (1) Given the reactants [CH3:1][O:2][C:3]1[CH:8]=[CH:7][C:6]([C:9]([F:12])([F:11])[F:10])=[CH:5][C:4]=1[C:13]1[C:14]2[N:15]([N:19]=[C:20]([NH:22][C:23]3[CH:28]=[CH:27][C:26]([CH:29]4[CH2:34][CH2:33][NH:32][CH2:31][CH2:30]4)=[CH:25][CH:24]=3)[N:21]=2)[CH:16]=[CH:17][CH:18]=1.Cl[CH2:36][C:37]([N:39]([CH3:41])[CH3:40])=[O:38], predict the reaction product. The product is: [CH3:1][O:2][C:3]1[CH:8]=[CH:7][C:6]([C:9]([F:11])([F:10])[F:12])=[CH:5][C:4]=1[C:13]1[C:14]2[N:15]([N:19]=[C:20]([NH:22][C:23]3[CH:28]=[CH:27][C:26]([CH:29]4[CH2:34][CH2:33][N:32]([CH2:36][C:37]([N:39]([CH3:41])[CH3:40])=[O:38])[CH2:31][CH2:30]4)=[CH:25][CH:24]=3)[N:21]=2)[CH:16]=[CH:17][CH:18]=1. (2) Given the reactants [CH2:1]([O:3][C:4]([C:6]1[NH:7][C:8]([CH3:17])=[C:9]([C:12]([O:14][CH2:15][CH3:16])=[O:13])[C:10]=1[CH3:11])=[O:5])[CH3:2].C(OC(C1[N:24](N)C(C(OCC)=O)=CC=1)=O)C, predict the reaction product. The product is: [CH2:1]([O:3][C:4]([C:6]1[N:7]([NH2:24])[C:8]([CH3:17])=[C:9]([C:12]([O:14][CH2:15][CH3:16])=[O:13])[C:10]=1[CH3:11])=[O:5])[CH3:2]. (3) Given the reactants C[O:2][C:3]([CH:5]1[CH2:9][C:8](=[O:10])[N:7]([C:11]2[CH:16]=[CH:15][C:14]([O:17][CH2:18][C:19]3[CH:24]=[CH:23][CH:22]=[C:21]([F:25])[CH:20]=3)=[C:13]([CH3:26])[CH:12]=2)[CH2:6]1)=O.[CH3:27][NH2:28], predict the reaction product. The product is: [CH3:27][NH:28][C:3]([CH:5]1[CH2:9][C:8](=[O:10])[N:7]([C:11]2[CH:16]=[CH:15][C:14]([O:17][CH2:18][C:19]3[CH:24]=[CH:23][CH:22]=[C:21]([F:25])[CH:20]=3)=[C:13]([CH3:26])[CH:12]=2)[CH2:6]1)=[O:2]. (4) Given the reactants [CH3:1][O:2][C:3](=[O:38])[C:4]1[CH:9]=[CH:8][C:7]([CH2:10][N:11]2[CH:15]=[C:14]([C:16]3[CH:21]=[CH:20][C:19]([Cl:22])=[CH:18][C:17]=3[Cl:23])[N:13]=[C:12]2[CH2:24][C:25]2[CH:30]=[CH:29][C:28]([C:31]3[CH:36]=[CH:35][CH:34]=[C:33]([NH2:37])[CH:32]=3)=[CH:27][CH:26]=2)=[CH:6][CH:5]=1.Cl[C:40]([O:42][CH3:43])=[O:41], predict the reaction product. The product is: [CH3:1][O:2][C:3](=[O:38])[C:4]1[CH:9]=[CH:8][C:7]([CH2:10][N:11]2[CH:15]=[C:14]([C:16]3[CH:21]=[CH:20][C:19]([Cl:22])=[CH:18][C:17]=3[Cl:23])[N:13]=[C:12]2[CH2:24][C:25]2[CH:30]=[CH:29][C:28]([C:31]3[CH:36]=[CH:35][CH:34]=[C:33]([NH:37][C:40]([O:42][CH3:43])=[O:41])[CH:32]=3)=[CH:27][CH:26]=2)=[CH:6][CH:5]=1.